From a dataset of Forward reaction prediction with 1.9M reactions from USPTO patents (1976-2016). Predict the product of the given reaction. (1) Given the reactants [Br:1][C:2]1[C:7]([C:8]([OH:10])=[O:9])=[C:6]([F:11])[C:5]([F:12])=[CH:4][CH:3]=1.CI.[C:15](=O)([O-])[O-].[K+].[K+].O, predict the reaction product. The product is: [Br:1][C:2]1[C:7]([C:8]([O:10][CH3:15])=[O:9])=[C:6]([F:11])[C:5]([F:12])=[CH:4][CH:3]=1. (2) The product is: [C:1]([O:5][C:6]([N:8]1[CH2:15][CH:14]2[N:16]([C:17]([O:19][C:20]([CH3:21])([CH3:23])[CH3:22])=[O:18])[CH:10]([CH2:11][C:12]([C:27]3[S:31][C:30]([CH2:32][O:33][CH2:34][CH2:35][O:36][Si:37]([C:40]([CH3:43])([CH3:41])[CH3:42])([CH3:38])[CH3:39])=[N:29][CH:28]=3)=[C:13]2[C:24](=[O:25])[N:78]([CH:75]2[CH2:76][CH2:77]2)[CH2:79][C:80]2[CH:85]=[CH:84][CH:83]=[C:82]([Cl:86])[C:81]=2[Cl:87])[CH2:9]1)=[O:7])([CH3:4])([CH3:3])[CH3:2]. Given the reactants [C:1]([O:5][C:6]([N:8]1[CH2:15][CH:14]2[N:16]([C:17]([O:19][C:20]([CH3:23])([CH3:22])[CH3:21])=[O:18])[CH:10]([CH2:11][C:12]([C:27]3[S:31][C:30]([CH2:32][O:33][CH2:34][CH2:35][O:36][Si:37]([C:40]([CH3:43])([CH3:42])[CH3:41])([CH3:39])[CH3:38])=[N:29][CH:28]=3)=[C:13]2[C:24](O)=[O:25])[CH2:9]1)=[O:7])([CH3:4])([CH3:3])[CH3:2].CCN=C=NCCCN(C)C.Cl.C1C=CC2N(O)N=NC=2C=1.CCN(C(C)C)C(C)C.[CH:75]1([NH:78][CH2:79][C:80]2[CH:85]=[CH:84][CH:83]=[C:82]([Cl:86])[C:81]=2[Cl:87])[CH2:77][CH2:76]1, predict the reaction product. (3) Given the reactants [CH3:1][O:2][CH2:3][CH2:4][O:5][C:6]1[CH:7]=[C:8](B2OC(C)(C)C(C)(C)O2)[C:9]([CH3:12])=[N:10][CH:11]=1.[CH2:22]([O:24][C:25](=[O:49])[CH2:26][C@@H:27]([C:31]1[CH:36]=[CH:35][C:34]([O:37][CH2:38][C:39]2[CH:48]=[CH:47][C:42]3[S:43][CH:44]=[C:45](Br)[C:41]=3[CH:40]=2)=[CH:33][CH:32]=1)[C:28]#[C:29][CH3:30])[CH3:23].C([O-])([O-])=O.[Cs+].[Cs+], predict the reaction product. The product is: [CH3:1][O:2][CH2:3][CH2:4][O:5][C:6]1[CH:7]=[C:8]([C:45]2[C:41]3[CH:40]=[C:39]([CH2:38][O:37][C:34]4[CH:33]=[CH:32][C:31]([C@@H:27]([C:28]#[C:29][CH3:30])[CH2:26][C:25]([O:24][CH2:22][CH3:23])=[O:49])=[CH:36][CH:35]=4)[CH:48]=[CH:47][C:42]=3[S:43][CH:44]=2)[C:9]([CH3:12])=[N:10][CH:11]=1. (4) Given the reactants [NH4+:1].[Cl-:2].C[Al](C)C.[N:7]1[CH:12]=[CH:11][CH:10]=[CH:9][C:8]=1[C:13]1([CH2:18][C:19]#[N:20])[CH2:17][CH2:16][CH2:15][CH2:14]1, predict the reaction product. The product is: [ClH:2].[N:7]1[CH:12]=[CH:11][CH:10]=[CH:9][C:8]=1[C:13]1([CH2:18][C:19]([NH2:1])=[NH:20])[CH2:17][CH2:16][CH2:15][CH2:14]1. (5) Given the reactants [CH3:1][N:2]1[CH2:7][CH2:6][NH:5][CH2:4][CH2:3]1.[Br:8][C:9]1[CH:14]=[C:13]([CH3:15])[C:12]([NH:16][C:17]2[N:22]=[C:21](Cl)[N:20]=[C:19]([NH:24][C:25]3[CH:32]=[CH:31][C:28]([C:29]#[N:30])=[CH:27][CH:26]=3)[N:18]=2)=[C:11]([CH3:33])[CH:10]=1, predict the reaction product. The product is: [Br:8][C:9]1[CH:14]=[C:13]([CH3:15])[C:12]([NH:16][C:17]2[N:22]=[C:21]([N:5]3[CH2:6][CH2:7][N:2]([CH3:1])[CH2:3][CH2:4]3)[N:20]=[C:19]([NH:24][C:25]3[CH:32]=[CH:31][C:28]([C:29]#[N:30])=[CH:27][CH:26]=3)[N:18]=2)=[C:11]([CH3:33])[CH:10]=1. (6) Given the reactants [CH3:1][O:2][C:3]1[CH:4]=[C:5]([C:9]2[C:10]([C:15]3[CH:20]=[CH:19][CH:18]=[CH:17][CH:16]=3)=[CH:11][CH:12]=[CH:13][CH:14]=2)[CH:6]=[CH:7][CH:8]=1, predict the reaction product. The product is: [CH3:1][O:2][C:3]1[CH:8]=[CH:7][C:6]2[C:20]3[C:15](=[CH:16][CH:17]=[CH:18][CH:19]=3)[C:10]3[C:9](=[CH:14][CH:13]=[CH:12][CH:11]=3)[C:5]=2[CH:4]=1.